Predict the reactants needed to synthesize the given product. From a dataset of Full USPTO retrosynthesis dataset with 1.9M reactions from patents (1976-2016). (1) Given the product [CH3:11][C:12]1[N:16]([C:17]2[CH:18]=[C:19]([NH:20][C:2](=[O:3])[O:4][C:5]3[CH:10]=[CH:9][CH:8]=[CH:7][CH:6]=3)[CH:21]=[CH:22][CH:23]=2)[N:15]=[N:14][N:13]=1, predict the reactants needed to synthesize it. The reactants are: Cl[C:2]([O:4][C:5]1[CH:10]=[CH:9][CH:8]=[CH:7][CH:6]=1)=[O:3].[CH3:11][C:12]1[N:16]([C:17]2[CH:18]=[C:19]([CH:21]=[CH:22][CH:23]=2)[NH2:20])[N:15]=[N:14][N:13]=1.N1C(C)=CC=CC=1C.Cl. (2) Given the product [F:2][C:3]1[CH:4]=[CH:5][C:6]([CH:9]([OH:23])[CH:10]([NH:22][C:40]([NH:39][C:36]2[CH:35]=[CH:34][C:33]([C:32]([F:31])([F:42])[F:43])=[CH:38][CH:37]=2)=[O:41])[CH2:11][C:12]2[CH:17]=[CH:16][C:15]([C:18]([F:21])([F:20])[F:19])=[CH:14][CH:13]=2)=[CH:7][CH:8]=1, predict the reactants needed to synthesize it. The reactants are: Cl.[F:2][C:3]1[CH:8]=[CH:7][C:6]([CH:9]([OH:23])[CH:10]([NH2:22])[CH2:11][C:12]2[CH:17]=[CH:16][C:15]([C:18]([F:21])([F:20])[F:19])=[CH:14][CH:13]=2)=[CH:5][CH:4]=1.C(N(CC)CC)C.[F:31][C:32]([F:43])([F:42])[C:33]1[CH:38]=[CH:37][C:36]([N:39]=[C:40]=[O:41])=[CH:35][CH:34]=1. (3) Given the product [F:1][CH:2]([F:42])[C:3]1[N:7]([C:8]2[N:13]=[C:12]([N:14]3[CH2:15][CH2:16][O:17][CH2:18][CH2:19]3)[N:11]=[C:10]([N:20]3[CH2:21][CH2:22][N:23]([C:26]([O:28][C:29]([CH3:31])([CH3:32])[CH3:30])=[O:27])[CH2:24][CH2:25]3)[N:9]=2)[C:6]2[CH:33]=[CH:34][CH:35]=[C:36]([O:37][CH2:38][CH2:39][CH2:40][N:45]([CH3:46])[CH3:44])[C:5]=2[N:4]=1, predict the reactants needed to synthesize it. The reactants are: [F:1][CH:2]([F:42])[C:3]1[N:7]([C:8]2[N:13]=[C:12]([N:14]3[CH2:19][CH2:18][O:17][CH2:16][CH2:15]3)[N:11]=[C:10]([N:20]3[CH2:25][CH2:24][N:23]([C:26]([O:28][C:29]([CH3:32])([CH3:31])[CH3:30])=[O:27])[CH2:22][CH2:21]3)[N:9]=2)[C:6]2[CH:33]=[CH:34][CH:35]=[C:36]([O:37][CH2:38][CH2:39][CH2:40]O)[C:5]=2[N:4]=1.C[CH2:44][N:45](CC)[CH2:46]C.CS(Cl)(=O)=O.N(C)C. (4) Given the product [CH3:1][O:2][C:3](=[O:30])[C:4]1[CH:9]=[C:8]([C:10](=[O:26])[C:11]2[CH:12]=[CH:13][C:14]([N:17]([C:19]3[CH:24]=[CH:23][C:22]([Cl:25])=[CH:21][CH:20]=3)[CH3:18])=[CH:15][CH:16]=2)[CH:7]=[CH:6][C:5]=1[N:27]1[C:31]([C:33]2[CH:38]=[CH:37][CH:36]=[CH:35][CH:34]=2)=[CH:32][N:29]=[N:28]1, predict the reactants needed to synthesize it. The reactants are: [CH3:1][O:2][C:3](=[O:30])[C:4]1[CH:9]=[C:8]([C:10](=[O:26])[C:11]2[CH:16]=[CH:15][C:14]([N:17]([C:19]3[CH:24]=[CH:23][C:22]([Cl:25])=[CH:21][CH:20]=3)[CH3:18])=[CH:13][CH:12]=2)[CH:7]=[CH:6][C:5]=1[N:27]=[N+:28]=[N-:29].[C:31]([C:33]1[CH:38]=[CH:37][CH:36]=[CH:35][CH:34]=1)#[CH:32]. (5) Given the product [CH:31]1([CH2:30][O:29][C:22]2[CH:23]=[C:24]([F:28])[C:25]([CH3:27])=[CH:26][C:21]=2[C:20]2[C:15]3[NH:14][C:13]([CH3:34])=[C:12]([C:10]([NH:9][C@H:6]4[CH2:7][CH2:8][C@H:3]([NH:2][C:39](=[O:38])[CH2:40][OH:41])[CH2:4][CH2:5]4)=[O:11])[C:16]=3[N:17]=[CH:18][N:19]=2)[CH2:32][CH2:33]1, predict the reactants needed to synthesize it. The reactants are: Cl.[NH2:2][C@H:3]1[CH2:8][CH2:7][C@H:6]([NH:9][C:10]([C:12]2[C:16]3[N:17]=[CH:18][N:19]=[C:20]([C:21]4[CH:26]=[C:25]([CH3:27])[C:24]([F:28])=[CH:23][C:22]=4[O:29][CH2:30][CH:31]4[CH2:33][CH2:32]4)[C:15]=3[NH:14][C:13]=2[CH3:34])=[O:11])[CH2:5][CH2:4]1.C([O:38][CH2:39][C:40](Cl)=[O:41])(=O)C. (6) Given the product [F:8][C:7]1[CH:6]=[CH:5][C:4]([C:9]2[N:10]=[C:11]([CH:21]([CH3:23])[CH3:22])[NH:12][C:13]=2[C:14]2[CH:19]=[CH:18][CH:17]=[C:16]([CH3:20])[N:15]=2)=[CH:3][C:2]=1[C:32]1[N:31]([C:29]([O:28][C:24]([CH3:27])([CH3:26])[CH3:25])=[O:30])[CH:35]=[CH:34][CH:33]=1, predict the reactants needed to synthesize it. The reactants are: Br[C:2]1[CH:3]=[C:4]([C:9]2[N:10]=[C:11]([CH:21]([CH3:23])[CH3:22])[NH:12][C:13]=2[C:14]2[CH:19]=[CH:18][CH:17]=[C:16]([CH3:20])[N:15]=2)[CH:5]=[CH:6][C:7]=1[F:8].[C:24]([O:28][C:29]([N:31]1[CH:35]=[CH:34][CH:33]=[C:32]1B(O)O)=[O:30])([CH3:27])([CH3:26])[CH3:25].O. (7) Given the product [CH2:1]([N:8]1[CH:16]=[N:15][C:14]2[C:9]1=[N:10][C:11]([S:38][CH3:37])=[N:12][C:13]=2[NH:17][CH2:18][CH2:19][CH2:20][CH2:21][CH:22]=[C:23]([C:30]1[CH:35]=[CH:34][CH:33]=[CH:32][CH:31]=1)[C:24]1[CH:29]=[CH:28][CH:27]=[CH:26][CH:25]=1)[C:2]1[CH:7]=[CH:6][CH:5]=[CH:4][CH:3]=1, predict the reactants needed to synthesize it. The reactants are: [CH2:1]([N:8]1[CH:16]=[N:15][C:14]2[C:9]1=[N:10][C:11](I)=[N:12][C:13]=2[NH:17][CH2:18][CH2:19][CH2:20][CH2:21][CH:22]=[C:23]([C:30]1[CH:35]=[CH:34][CH:33]=[CH:32][CH:31]=1)[C:24]1[CH:29]=[CH:28][CH:27]=[CH:26][CH:25]=1)[C:2]1[CH:7]=[CH:6][CH:5]=[CH:4][CH:3]=1.[CH3:37][S-:38].[Na+].